From a dataset of Experimentally validated miRNA-target interactions with 360,000+ pairs, plus equal number of negative samples. Binary Classification. Given a miRNA mature sequence and a target amino acid sequence, predict their likelihood of interaction. (1) The miRNA is mmu-miR-15a-5p with sequence UAGCAGCACAUAAUGGUUUGUG. The protein sequence of the target gene is MMTKHKKCFIIVGVLITTNIITLIVKLTRDSQSLCPYDWIGFQNKCYYFSKEEGDWNSSKYNCSTQHADLTIIDNIEEMNFLRRYKCSSDHWIGLKMAKNRTGQWVDGATFTKSFGMRGSEGCAYLSDDGAATARCYTERKWICRKRIH. Result: 0 (no interaction). (2) The miRNA is hsa-miR-551b-5p with sequence GAAAUCAAGCGUGGGUGAGACC. The protein sequence of the target gene is MDRVTRYPILGIPQAHRGTGLVLDGDTSYTYHLVCMGPEASGWGQDEPQTWPTDHRAQQGVQRQGVSYSVHAYTGQPSPRGLHSENREDEGWQVYRLGARDAHQGRPTWALRPEDGEDKEMKTYRLDAGDADPRRLCDLERERWAVIQGQAVRKSSTVATLQGTPDHGDPRTPGPPRSTPLEENVVDREQIDFLAARQQFLSLEQANKGAPHSSPARGTPAGTTPGASQAPKAFNKPHLANGHVVPIKPQVKGVVREENKVRAVPTWASVQVVDDPGSLASVESPGTPKETPIEREIRLA.... Result: 0 (no interaction).